Regression. Given two drug SMILES strings and cell line genomic features, predict the synergy score measuring deviation from expected non-interaction effect. From a dataset of NCI-60 drug combinations with 297,098 pairs across 59 cell lines. (1) Drug 1: COC1=NC(=NC2=C1N=CN2C3C(C(C(O3)CO)O)O)N. Drug 2: C1=CC=C(C=C1)NC(=O)CCCCCCC(=O)NO. Cell line: PC-3. Synergy scores: CSS=2.01, Synergy_ZIP=0.685, Synergy_Bliss=-1.14, Synergy_Loewe=-22.3, Synergy_HSA=-8.72. (2) Drug 1: CC1=C2C(C(=O)C3(C(CC4C(C3C(C(C2(C)C)(CC1OC(=O)C(C(C5=CC=CC=C5)NC(=O)C6=CC=CC=C6)O)O)OC(=O)C7=CC=CC=C7)(CO4)OC(=O)C)O)C)OC(=O)C. Drug 2: C1=CC=C(C=C1)NC(=O)CCCCCCC(=O)NO. Cell line: U251. Synergy scores: CSS=10.5, Synergy_ZIP=-5.46, Synergy_Bliss=-6.66, Synergy_Loewe=-19.1, Synergy_HSA=-5.17. (3) Drug 1: C1CC(C1)(C(=O)O)C(=O)O.[NH2-].[NH2-].[Pt+2]. Drug 2: COCCOC1=C(C=C2C(=C1)C(=NC=N2)NC3=CC=CC(=C3)C#C)OCCOC.Cl. Cell line: HL-60(TB). Synergy scores: CSS=53.0, Synergy_ZIP=-2.17, Synergy_Bliss=-4.07, Synergy_Loewe=-3.13, Synergy_HSA=-2.34. (4) Cell line: HCT116. Drug 1: CCN(CC)CCNC(=O)C1=C(NC(=C1C)C=C2C3=C(C=CC(=C3)F)NC2=O)C. Synergy scores: CSS=87.3, Synergy_ZIP=15.2, Synergy_Bliss=14.3, Synergy_Loewe=10.9, Synergy_HSA=19.8. Drug 2: CC(C)(C#N)C1=CC=C(C=C1)N2C3=C4C=C(C=CC4=NC=C3N(C2=O)C)C5=CC6=CC=CC=C6N=C5. (5) Drug 1: CC=C1C(=O)NC(C(=O)OC2CC(=O)NC(C(=O)NC(CSSCCC=C2)C(=O)N1)C(C)C)C(C)C. Drug 2: CCCCC(=O)OCC(=O)C1(CC(C2=C(C1)C(=C3C(=C2O)C(=O)C4=C(C3=O)C=CC=C4OC)O)OC5CC(C(C(O5)C)O)NC(=O)C(F)(F)F)O. Cell line: SF-539. Synergy scores: CSS=54.8, Synergy_ZIP=4.57, Synergy_Bliss=5.87, Synergy_Loewe=-4.56, Synergy_HSA=3.79. (6) Drug 1: CC1=C(C=C(C=C1)NC2=NC=CC(=N2)N(C)C3=CC4=NN(C(=C4C=C3)C)C)S(=O)(=O)N.Cl. Drug 2: C1=CN(C=N1)CC(O)(P(=O)(O)O)P(=O)(O)O. Cell line: K-562. Synergy scores: CSS=27.4, Synergy_ZIP=-0.308, Synergy_Bliss=9.10, Synergy_Loewe=9.58, Synergy_HSA=9.26. (7) Drug 1: CN(CC1=CN=C2C(=N1)C(=NC(=N2)N)N)C3=CC=C(C=C3)C(=O)NC(CCC(=O)O)C(=O)O. Drug 2: COC1=C2C(=CC3=C1OC=C3)C=CC(=O)O2. Cell line: HS 578T. Synergy scores: CSS=45.1, Synergy_ZIP=0.740, Synergy_Bliss=-1.16, Synergy_Loewe=-53.6, Synergy_HSA=-2.42. (8) Drug 1: CS(=O)(=O)OCCCCOS(=O)(=O)C. Drug 2: CCC1(C2=C(COC1=O)C(=O)N3CC4=CC5=C(C=CC(=C5CN(C)C)O)N=C4C3=C2)O.Cl. Cell line: PC-3. Synergy scores: CSS=19.7, Synergy_ZIP=-6.25, Synergy_Bliss=-2.91, Synergy_Loewe=-2.14, Synergy_HSA=3.48. (9) Drug 1: CCN(CC)CCNC(=O)C1=C(NC(=C1C)C=C2C3=C(C=CC(=C3)F)NC2=O)C. Drug 2: C1=NNC2=C1C(=O)NC=N2. Cell line: A498. Synergy scores: CSS=2.50, Synergy_ZIP=6.00, Synergy_Bliss=3.57, Synergy_Loewe=2.47, Synergy_HSA=3.24.